From a dataset of Reaction yield outcomes from USPTO patents with 853,638 reactions. Predict the reaction yield, written as a fraction of the theoretical maximum amount of product (1.0 means a 100% yield; for example, 0.34 means a 34% yield). (1) The reactants are Br[C:2]1[CH:3]=[C:4]2[C:9](=[CH:10][CH:11]=1)[N:8]=[C:7]([NH:12][C@@H:13]1[CH2:17][CH2:16][CH2:15][C@@H:14]1[NH:18][C:19](=[O:25])[O:20][C:21]([CH3:24])([CH3:23])[CH3:22])[N:6]=[CH:5]2.[F:26][C:27]1[C:32]([O:33][CH3:34])=[CH:31][CH:30]=[C:29]([F:35])[C:28]=1B(O)O.P([O-])([O-])([O-])=O.[K+].[K+].[K+]. The catalyst is O1CCOCC1.O.CC(P(C(C)(C)C)C1C=CC(N(C)C)=CC=1)(C)C.CC(P(C(C)(C)C)C1C=CC(N(C)C)=CC=1)(C)C.Cl[Pd]Cl. The product is [F:26][C:27]1[C:32]([O:33][CH3:34])=[CH:31][CH:30]=[C:29]([F:35])[C:28]=1[C:2]1[CH:3]=[C:4]2[C:9](=[CH:10][CH:11]=1)[N:8]=[C:7]([NH:12][C@@H:13]1[CH2:17][CH2:16][CH2:15][C@@H:14]1[NH:18][C:19](=[O:25])[O:20][C:21]([CH3:24])([CH3:23])[CH3:22])[N:6]=[CH:5]2. The yield is 0.370. (2) The reactants are C(OC([N:8]1[CH2:13][CH2:12][N:11]([C:14]([C:16]2[NH:17][C:18]3[C:23]([CH:24]=2)=[CH:22][C:21]([O:25][CH:26]2[CH2:31][CH2:30][N:29]([CH:32]([CH3:34])[CH3:33])[CH2:28][CH2:27]2)=[C:20]([Cl:35])[CH:19]=3)=[O:15])[CH2:10][CH2:9]1)=O)(C)(C)C.FC(F)(F)C(O)=O. The catalyst is ClCCl. The product is [Cl:35][C:20]1[CH:19]=[C:18]2[C:23]([CH:24]=[C:16]([C:14]([N:11]3[CH2:12][CH2:13][NH:8][CH2:9][CH2:10]3)=[O:15])[NH:17]2)=[CH:22][C:21]=1[O:25][CH:26]1[CH2:27][CH2:28][N:29]([CH:32]([CH3:34])[CH3:33])[CH2:30][CH2:31]1. The yield is 0.940. (3) The reactants are [Cl:1][C:2]1[CH:16]=[CH:15][C:5]([O:6][CH2:7][CH:8]2[CH2:13][CH2:12][N:11]([CH3:14])[CH2:10][CH2:9]2)=[C:4](I)[CH:3]=1.[Br:18][C:19]1[C:20]([NH2:26])=[N:21][CH:22]=[C:23]([CH3:25])[CH:24]=1. The catalyst is CCOC(C)=O.C1C=CC(/C=C/C(/C=C/C2C=CC=CC=2)=O)=CC=1.C1C=CC(/C=C/C(/C=C/C2C=CC=CC=2)=O)=CC=1.C1C=CC(/C=C/C(/C=C/C2C=CC=CC=2)=O)=CC=1.[Pd].[Pd].CC1(C)C2C(=C(P(C3C=CC=CC=3)C3C=CC=CC=3)C=CC=2)OC2C(P(C3C=CC=CC=3)C3C=CC=CC=3)=CC=CC1=2. The product is [Br:18][C:19]1[C:20]([NH:26][C:4]2[CH:3]=[C:2]([Cl:1])[CH:16]=[CH:15][C:5]=2[O:6][CH2:7][CH:8]2[CH2:13][CH2:12][N:11]([CH3:14])[CH2:10][CH2:9]2)=[N:21][CH:22]=[C:23]([CH3:25])[CH:24]=1. The yield is 0.800. (4) The reactants are [NH2:1][C:2]1[N:10]=[C:9]([NH2:11])[CH:8]=[CH:7][C:3]=1[C:4]([OH:6])=O.Cl.C(N=C=NCCCN(C)C)C.ON1C2C=CC=CC=2N=N1.[CH2:34]([O:41][C:42]1[S:46][C:45]([CH2:47][NH2:48])=[CH:44][CH:43]=1)[C:35]1[CH:40]=[CH:39][CH:38]=[CH:37][CH:36]=1. The catalyst is CS(C)=O.[Cl-].[Na+].O. The product is [NH2:1][C:2]1[N:10]=[C:9]([NH2:11])[CH:8]=[CH:7][C:3]=1[C:4]([NH:48][CH2:47][C:45]1[S:46][C:42]([O:41][CH2:34][C:35]2[CH:40]=[CH:39][CH:38]=[CH:37][CH:36]=2)=[CH:43][CH:44]=1)=[O:6]. The yield is 0.620.